Dataset: Full USPTO retrosynthesis dataset with 1.9M reactions from patents (1976-2016). Task: Predict the reactants needed to synthesize the given product. (1) Given the product [CH3:32][O:33][C:34]1[C:35]([O:54][CH3:55])=[C:36]([CH:51]=[CH:52][CH:53]=1)[C:37]([O:20][C@@H:19]1[C@@H:21]([CH2:22][OH:23])[O:24][C@@H:17]([N:16]2[CH:25]=[C:26]([CH3:29])[C:27](=[O:28])[N:14]([CH2:13][O:12][CH2:11][CH:10]([C:5]3[CH:6]=[CH:7][CH:8]=[CH:9][C:4]=3[N+:1]([O-:3])=[O:2])[CH3:31])[C:15]2=[O:30])[CH2:18]1)([C:38]1[CH:39]=[CH:40][CH:41]=[CH:42][CH:43]=1)[C:44]1[CH:49]=[CH:48][CH:47]=[CH:46][CH:45]=1, predict the reactants needed to synthesize it. The reactants are: [N+:1]([C:4]1[CH:9]=[CH:8][CH:7]=[CH:6][C:5]=1[CH:10]([CH3:31])[CH2:11][O:12][CH2:13][N:14]1[C:27](=[O:28])[C:26]([CH3:29])=[CH:25][N:16]([C@@H:17]2[O:24][C@H:21]([CH2:22][OH:23])[C@@H:19]([OH:20])[CH2:18]2)[C:15]1=[O:30])([O-:3])=[O:2].[CH3:32][O:33][C:34]1[C:35]([O:54][CH3:55])=[C:36]([CH:51]=[CH:52][CH:53]=1)[C:37](Cl)([C:44]1[CH:49]=[CH:48][CH:47]=[CH:46][CH:45]=1)[C:38]1[CH:43]=[CH:42][CH:41]=[CH:40][CH:39]=1. (2) The reactants are: [Br:1][C:2]1[CH:3]=[C:4]([CH:9]=[CH:10][C:11]=1I)[C:5]([O:7][CH3:8])=[O:6].[C:13]([O:17][CH3:18])(=[O:16])[CH:14]=[CH2:15].C(=O)([O-])[O-].[K+].[K+].C(OCC)(=O)C. Given the product [Br:1][C:2]1[CH:3]=[C:4]([CH:9]=[CH:10][C:11]=1/[CH:15]=[CH:14]/[C:13]([O:17][CH3:18])=[O:16])[C:5]([O:7][CH3:8])=[O:6], predict the reactants needed to synthesize it.